This data is from Full USPTO retrosynthesis dataset with 1.9M reactions from patents (1976-2016). The task is: Predict the reactants needed to synthesize the given product. (1) Given the product [C:1]([C:4]1[CH:9]=[CH:8][CH:7]=[C:6]([N+:19]([O-:21])=[O:20])[C:5]=1[NH:10][C:11](=[O:13])[CH3:12])(=[O:3])[CH3:2], predict the reactants needed to synthesize it. The reactants are: [C:1]([C:4]1[CH:9]=[CH:8][CH:7]=[CH:6][C:5]=1[NH:10][C:11](=[O:13])[CH3:12])(=[O:3])[CH3:2].OS(O)(=O)=O.[N+:19]([O-])([OH:21])=[O:20]. (2) Given the product [CH3:1][C:2]1[C:9]([S:10][CH3:11])=[C:8]([C:12]([F:15])([F:14])[F:13])[CH:7]=[CH:6][C:3]=1[CH:4]=[N:22][C:18]1[C:17]([CH3:16])=[N:21][O:20][N:19]=1, predict the reactants needed to synthesize it. The reactants are: [CH3:1][C:2]1[C:9]([S:10][CH3:11])=[C:8]([C:12]([F:15])([F:14])[F:13])[CH:7]=[CH:6][C:3]=1[CH:4]=O.[CH3:16][C:17]1[C:18]([NH2:22])=[N:19][O:20][N:21]=1.[O-]S([O-])(=O)=O.[Mg+2]. (3) Given the product [NH2:3][CH2:12][C@H:13]1[O:18][CH2:17][CH2:16][N:15]([C:19]([O:21][C:22]([CH3:25])([CH3:24])[CH3:23])=[O:20])[CH2:14]1, predict the reactants needed to synthesize it. The reactants are: O=C1C2C(=CC=CC=2)C(=O)[N:3]1[CH2:12][C@H:13]1[O:18][CH2:17][CH2:16][N:15]([C:19]([O:21][C:22]([CH3:25])([CH3:24])[CH3:23])=[O:20])[CH2:14]1.O. (4) Given the product [Cl:17][C:15]1[CH:16]=[C:11]([C:8]2[CH:7]=[CH:6][C:5]([C:3]([OH:4])=[O:2])=[CH:10][CH:9]=2)[CH:12]=[C:13]([Cl:42])[C:14]=1[CH2:18][C@@H:19]1[CH2:23][CH2:22][N:21]([C@H:24]2[CH2:25][CH2:26][C@H:27]([O:30][Si:31]([CH:32]([CH3:33])[CH3:34])([CH:35]([CH3:36])[CH3:37])[CH:38]([CH3:40])[CH3:39])[CH2:28][CH2:29]2)[C:20]1=[O:41], predict the reactants needed to synthesize it. The reactants are: C[O:2][C:3]([C:5]1[CH:10]=[CH:9][C:8]([C:11]2[CH:16]=[C:15]([Cl:17])[C:14]([CH2:18][C@@H:19]3[CH2:23][CH2:22][N:21]([C@H:24]4[CH2:29][CH2:28][C@H:27]([O:30][Si:31]([CH:38]([CH3:40])[CH3:39])([CH:35]([CH3:37])[CH3:36])[CH:32]([CH3:34])[CH3:33])[CH2:26][CH2:25]4)[C:20]3=[O:41])=[C:13]([Cl:42])[CH:12]=2)=[CH:7][CH:6]=1)=[O:4]. (5) Given the product [F:1][C:2]1[CH:7]=[CH:6][CH:5]=[C:4]([F:8])[C:3]=1[NH:9][C:10](=[O:47])[C:11]1[CH:16]=[CH:15][CH:14]=[C:13]([C:17]2[N:18]=[C:19]3[CH:24]=[CH:23][CH:22]=[CH:21][N:20]3[C:25]=2[C:26]2[CH:31]=[CH:30][N:29]=[C:28]([NH:32][C:33]3[CH:38]=[CH:37][C:36]([O:39][CH:40]4[CH2:45][CH2:44][N:43]([CH3:48])[CH2:42][CH2:41]4)=[CH:35][C:34]=3[CH3:46])[N:27]=2)[CH:12]=1, predict the reactants needed to synthesize it. The reactants are: [F:1][C:2]1[CH:7]=[CH:6][CH:5]=[C:4]([F:8])[C:3]=1[NH:9][C:10](=[O:47])[C:11]1[CH:16]=[CH:15][CH:14]=[C:13]([C:17]2[N:18]=[C:19]3[CH:24]=[CH:23][CH:22]=[CH:21][N:20]3[C:25]=2[C:26]2[CH:31]=[CH:30][N:29]=[C:28]([NH:32][C:33]3[CH:38]=[CH:37][C:36]([O:39][CH:40]4[CH2:45][CH2:44][NH:43][CH2:42][CH2:41]4)=[CH:35][C:34]=3[CH3:46])[N:27]=2)[CH:12]=1.[C:48](O)(=O)C.C=O.C(O[BH-](OC(=O)C)OC(=O)C)(=O)C.[Na+]. (6) Given the product [CH3:1][O:2][C:3]1[CH:4]=[CH:5][C:6]([CH:9]([CH3:10])[C:14]([OH:16])=[O:15])=[CH:7][CH:8]=1, predict the reactants needed to synthesize it. The reactants are: [CH3:1][O:2][C:3]1[CH:8]=[CH:7][C:6]([C:9](=O)[CH2:10]C)=[CH:5][CH:4]=1.C[C:14]([O-:16])=[O:15].CC([O-])=O.CC([O-])=O.CC([O-])=O.[Pb+2].C(OC(OCC)OCC)C.Cl(O)(=O)(=O)=O.